From a dataset of Forward reaction prediction with 1.9M reactions from USPTO patents (1976-2016). Predict the product of the given reaction. (1) Given the reactants C([O-])(=O)C.[Na+].Br[CH2:7][C:8](=[O:11])[CH2:9][CH3:10].[S:12]1[C:16]2[CH:17]=[C:18]([NH2:21])[CH:19]=[CH:20][C:15]=2[N:14]=[CH:13]1.C(OCC)(=O)C, predict the reaction product. The product is: [S:12]1[C:16]2[CH:17]=[C:18]([NH:21][CH2:7][C:8](=[O:11])[CH2:9][CH3:10])[CH:19]=[CH:20][C:15]=2[N:14]=[CH:13]1. (2) Given the reactants [CH:1]1[C:6]([OH:7])=[CH:5][CH:4]=[C:3]([CH3:8])[CH:2]=1.Cl[CH2:10][CH2:11][CH2:12][Si:13]([O:18][CH3:19])([O:16][CH3:17])[O:14][CH3:15], predict the reaction product. The product is: [OH:7][C:6]1[CH:5]=[CH:4][C:3]([CH3:8])=[CH:2][C:1]=1[CH2:10][CH2:11][CH2:12][Si:13]([O:18][CH3:19])([O:16][CH3:17])[O:14][CH3:15]. (3) Given the reactants Br[CH:2]([CH3:6])[CH:3]([OH:5])[CH3:4].[OH-].[K+].[N:9]1([CH2:14][C:15]2([C:46]3[CH:51]=[CH:50][C:49]([F:52])=[CH:48][C:47]=3[F:53])[O:19][CH:18]([S:20][CH2:21][C:22]3[CH:27]=[CH:26][C:25]([N:28]4[CH2:33][CH2:32][N:31]([C:34]5[CH:39]=[CH:38][C:37]([N:40]6[C:44](=[O:45])[NH:43][N:42]=[CH:41]6)=[CH:36][CH:35]=5)[CH2:30][CH2:29]4)=[CH:24][CH:23]=3)[CH2:17][O:16]2)[CH:13]=[N:12][CH:11]=[N:10]1, predict the reaction product. The product is: [N:9]1([CH2:14][C:15]2([C:46]3[CH:51]=[CH:50][C:49]([F:52])=[CH:48][C:47]=3[F:53])[O:19][CH:18]([S:20][CH2:21][C:22]3[CH:23]=[CH:24][C:25]([N:28]4[CH2:29][CH2:30][N:31]([C:34]5[CH:39]=[CH:38][C:37]([N:40]6[C:44](=[O:45])[N:43]([CH:2]([CH:3]([OH:5])[CH3:4])[CH3:6])[N:42]=[CH:41]6)=[CH:36][CH:35]=5)[CH2:32][CH2:33]4)=[CH:26][CH:27]=3)[CH2:17][O:16]2)[CH:13]=[N:12][CH:11]=[N:10]1. (4) Given the reactants [NH2:1][C:2]1[CH:7]=[N:6][C:5](Br)=[CH:4][N:3]=1.[CH3:9][S-:10].[Na+].C(=O)(O)[O-].[Na+], predict the reaction product. The product is: [CH3:9][S:10][C:5]1[N:6]=[CH:7][C:2]([NH2:1])=[N:3][CH:4]=1. (5) Given the reactants [NH2:1][C:2]1[C:3]([C:8]2[NH:22][C:11]3=[CH:12][C:13]4[C:14]([CH3:21])([CH3:20])[C:15](=[O:19])[NH:16][C:17]=4[CH:18]=[C:10]3[N:9]=2)=[N:4][NH:5][C:6]=1[CH3:7].[C:23](Cl)(=[O:25])[CH3:24], predict the reaction product. The product is: [CH3:21][C:14]1([CH3:20])[C:13]2[CH:12]=[C:11]3[NH:22][C:8]([C:3]4[C:2]([NH:1][C:23](=[O:25])[CH3:24])=[C:6]([CH3:7])[NH:5][N:4]=4)=[N:9][C:10]3=[CH:18][C:17]=2[NH:16][C:15]1=[O:19]. (6) Given the reactants [N:1]1([C:7]([C:9]2[CH:14]=[CH:13][CH:12]=[C:11]([N+:15]([O-])=O)[CH:10]=2)=[O:8])[CH2:6][CH2:5][O:4][CH2:3][CH2:2]1.C(O)C.[H][H], predict the reaction product. The product is: [NH2:15][C:11]1[CH:10]=[C:9]([C:7]([N:1]2[CH2:2][CH2:3][O:4][CH2:5][CH2:6]2)=[O:8])[CH:14]=[CH:13][CH:12]=1. (7) Given the reactants Br[C:2]1[CH:3]=[CH:4][C:5]([O:8][CH:9]([F:11])[F:10])=[N:6][CH:7]=1.[Li]C(C)(C)C.CN([CH:20]=[O:21])C.Cl, predict the reaction product. The product is: [F:10][CH:9]([F:11])[O:8][C:5]1[CH:4]=[CH:3][C:2]([CH:20]=[O:21])=[CH:7][N:6]=1. (8) Given the reactants Cl[C:2]1[CH:16]=[C:5]2C(=O)[N:7]3[N:13]=[C:12]([Cl:14])[CH:11]=[C:8]3[C:9](=[O:10])[N:4]2N=1.NC1C=C[C:21]([C:24]([F:27])([F:26])[F:25])=[CH:20][N:19]=1, predict the reaction product. The product is: [Cl:14][C:12]1[NH:13][N:7]=[C:8]([C:9]([NH:4][C:5]2[CH:16]=[CH:2][C:21]([C:24]([F:27])([F:26])[F:25])=[CH:20][N:19]=2)=[O:10])[CH:11]=1. (9) Given the reactants [C:1]1([NH:7][C:8]([N:10]2[CH2:15][CH2:14][NH:13][CH2:12][CH2:11]2)=[O:9])[CH:6]=[CH:5][CH:4]=[CH:3][CH:2]=1.[CH3:16][C:17]1[CH:24]=[CH:23][C:20]([CH:21]=O)=[CH:19][CH:18]=1, predict the reaction product. The product is: [C:1]1([NH:7][C:8]([N:10]2[CH2:15][CH2:14][N:13]([CH2:16][C:17]3[CH:24]=[CH:23][C:20]([CH3:21])=[CH:19][CH:18]=3)[CH2:12][CH2:11]2)=[O:9])[CH:6]=[CH:5][CH:4]=[CH:3][CH:2]=1.